This data is from Peptide-MHC class I binding affinity with 185,985 pairs from IEDB/IMGT. The task is: Regression. Given a peptide amino acid sequence and an MHC pseudo amino acid sequence, predict their binding affinity value. This is MHC class I binding data. The peptide sequence is RQFPTAFEQ. The MHC is Mamu-B52 with pseudo-sequence Mamu-B52. The binding affinity (normalized) is 0.0473.